Dataset: Full USPTO retrosynthesis dataset with 1.9M reactions from patents (1976-2016). Task: Predict the reactants needed to synthesize the given product. (1) The reactants are: Br[C:2]1[CH:7]=[CH:6][N:5]2[C:8]3[CH:14]=[CH:13][CH:12]=[CH:11][C:9]=3[N:10]=[C:4]2[N:3]=1.Cl.[F:16][CH:17]1[CH2:22][CH2:21][NH:20][CH2:19][CH2:18]1.C(N(CC)CC)C. Given the product [F:16][CH:17]1[CH2:22][CH2:21][N:20]([C:2]2[CH:7]=[CH:6][N:5]3[C:8]4[CH:14]=[CH:13][CH:12]=[CH:11][C:9]=4[N:10]=[C:4]3[N:3]=2)[CH2:19][CH2:18]1, predict the reactants needed to synthesize it. (2) Given the product [Cl:19][C:20]1[CH:26]=[C:25]([C:27]([F:29])([F:30])[F:28])[CH:24]=[CH:23][C:21]=1[NH:22][C:2]1[N:6]([CH3:7])[C:5]2[C:8]([CH:14]([CH2:17][CH3:18])[CH2:15][CH3:16])=[CH:9][CH:10]=[C:11]([O:12][CH3:13])[C:4]=2[N:3]=1, predict the reactants needed to synthesize it. The reactants are: Cl[C:2]1[N:6]([CH3:7])[C:5]2[C:8]([CH:14]([CH2:17][CH3:18])[CH2:15][CH3:16])=[CH:9][CH:10]=[C:11]([O:12][CH3:13])[C:4]=2[N:3]=1.[Cl:19][C:20]1[CH:26]=[C:25]([C:27]([F:30])([F:29])[F:28])[CH:24]=[CH:23][C:21]=1[NH2:22]. (3) Given the product [F:20][C:17]1[CH:18]=[CH:19][C:14]([C:12]2[O:13][C:9]3[CH:8]=[C:7]([NH:6][S:2]([CH3:1])(=[O:4])=[O:3])[C:26]([C:27]4[CH:28]=[C:29]([CH:35]=[CH:36][CH:37]=4)[C:30]([O:32][CH2:33][CH3:34])=[O:31])=[CH:25][C:10]=3[C:11]=2[C:21](=[O:24])[NH:22][CH3:23])=[CH:15][CH:16]=1, predict the reactants needed to synthesize it. The reactants are: [CH3:1][S:2](Cl)(=[O:4])=[O:3].[NH2:6][C:7]1[C:26]([C:27]2[CH:28]=[C:29]([CH:35]=[CH:36][CH:37]=2)[C:30]([O:32][CH2:33][CH3:34])=[O:31])=[CH:25][C:10]2[C:11]([C:21](=[O:24])[NH:22][CH3:23])=[C:12]([C:14]3[CH:19]=[CH:18][C:17]([F:20])=[CH:16][CH:15]=3)[O:13][C:9]=2[CH:8]=1. (4) Given the product [F:51][C:45]1[CH:46]=[C:47]([I:50])[CH:48]=[CH:49][C:44]=1[N:28]1[C:27]2[N:26]([CH3:52])[C:25](=[O:53])[CH:24]=[C:23]([O:14][C:3]3[CH:4]=[CH:5][CH:6]=[C:7]([O:8][C@@H:9]4[CH2:13][CH2:12][O:11][CH2:10]4)[C:2]=3[CH3:1])[C:32]=2[C:31](=[O:33])[N:30]([CH2:34][C:35]2[CH:36]=[CH:37][C:38]([O:41][CH3:42])=[CH:39][CH:40]=2)[C:29]1=[O:43], predict the reactants needed to synthesize it. The reactants are: [CH3:1][C:2]1[C:7]([O:8][C@@H:9]2[CH2:13][CH2:12][O:11][CH2:10]2)=[CH:6][CH:5]=[CH:4][C:3]=1[OH:14].[H-].[Na+].FC(F)(F)S(O[C:23]1[C:32]2[C:31](=[O:33])[N:30]([CH2:34][C:35]3[CH:40]=[CH:39][C:38]([O:41][CH3:42])=[CH:37][CH:36]=3)[C:29](=[O:43])[N:28]([C:44]3[CH:49]=[CH:48][C:47]([I:50])=[CH:46][C:45]=3[F:51])[C:27]=2[N:26]([CH3:52])[C:25](=[O:53])[CH:24]=1)(=O)=O.